From a dataset of Retrosynthesis with 50K atom-mapped reactions and 10 reaction types from USPTO. Predict the reactants needed to synthesize the given product. (1) The reactants are: COC(=O)c1ccc2nc(-c3ccc(F)cc3)c(Cl)nc2c1.Cc1ccccc1N. Given the product COC(=O)c1ccc2nc(-c3ccc(F)cc3)c(Nc3ccccc3C)nc2c1, predict the reactants needed to synthesize it. (2) The reactants are: CCOC(=O)c1c(O)c2ncc(Cc3ccc(F)cc3)cc2n(-c2ccc(F)cc2)c1=O.CN. Given the product CNC(=O)c1c(O)c2ncc(Cc3ccc(F)cc3)cc2n(-c2ccc(F)cc2)c1=O, predict the reactants needed to synthesize it. (3) Given the product Cc1cc2cc(S(C)(=O)=O)cc(Cl)c2[nH]1, predict the reactants needed to synthesize it. The reactants are: CC#Cc1cc(S(C)(=O)=O)cc(Cl)c1N. (4) Given the product CCN1OC[C@@H](NC(=O)OC(C)(C)C)C1=O, predict the reactants needed to synthesize it. The reactants are: CC(C)(C)OC(=O)NC1CONC1=O.CCBr. (5) Given the product COc1cc(C=O)c2c(c1OC)OC(CCCC(=O)O)C=C2, predict the reactants needed to synthesize it. The reactants are: COC(=O)CCCC1C=Cc2c(C=O)cc(OC)c(OC)c2O1. (6) Given the product CN1C2CCC1CC(c1c[nH]c3cc(F)ccc13)C2, predict the reactants needed to synthesize it. The reactants are: CN1C2C=C(c3c[nH]c4cc(F)ccc34)CC1CC2. (7) The reactants are: COc1cc(C(C)C)c2c(c1)S(=O)(=O)N(CBr)C2=O.Oc1cc(C(F)(F)F)nn1-c1ccc(Cl)cn1. Given the product COc1cc(C(C)C)c2c(c1)S(=O)(=O)N(COc1cc(C(F)(F)F)nn1-c1ccc(Cl)cn1)C2=O, predict the reactants needed to synthesize it.